Dataset: Full USPTO retrosynthesis dataset with 1.9M reactions from patents (1976-2016). Task: Predict the reactants needed to synthesize the given product. (1) The reactants are: [Cl:1][C:2]1[C:3]([C:24]2[S:28][C:27]([C:29]3([O:33]COC)[CH2:32][CH2:31][CH2:30]3)=[N:26][CH:25]=2)=[C:4]2[CH:10]=[C:9]([C:11]3[CH:16]=[CH:15][C:14]([O:17][CH2:18][CH:19]4[CH2:23][CH2:22][CH2:21][O:20]4)=[CH:13][CH:12]=3)[NH:8][C:5]2=[N:6][CH:7]=1.ClC1C(C2SC(C3(OCOC)CCC3)=NC=2)=C2C=C(C3N=C(C4CCCN(C(OC(C)(C)C)=O)C4)ON=3)NC2=NC=1. Given the product [Cl:1][C:2]1[C:3]([C:24]2[S:28][C:27]([C:29]3([OH:33])[CH2:32][CH2:31][CH2:30]3)=[N:26][CH:25]=2)=[C:4]2[CH:10]=[C:9]([C:11]3[CH:16]=[CH:15][C:14]([O:17][CH2:18][CH:19]4[CH2:23][CH2:22][CH2:21][O:20]4)=[CH:13][CH:12]=3)[NH:8][C:5]2=[N:6][CH:7]=1, predict the reactants needed to synthesize it. (2) Given the product [N:22]1([CH2:20][CH:17]2[CH2:18][CH2:19][N:14]([C:9]3[CH:10]=[CH:11][CH:12]=[CH:13][C:8]=3[CH2:7][N:1]3[CH2:6][CH2:5][O:4][CH2:3][CH2:2]3)[CH2:15][CH2:16]2)[CH2:26][CH2:25][CH2:24][CH2:23]1, predict the reactants needed to synthesize it. The reactants are: [N:1]1([CH2:7][C:8]2[CH:13]=[CH:12][CH:11]=[CH:10][C:9]=2[N:14]2[CH2:19][CH2:18][CH:17]([CH:20]=O)[CH2:16][CH2:15]2)[CH2:6][CH2:5][O:4][CH2:3][CH2:2]1.[NH:22]1[CH2:26][CH2:25][CH2:24][CH2:23]1. (3) Given the product [C:3]([O-:6])(=[O:5])[CH3:4].[Zn+2:7].[C:8]([O-:11])(=[O:10])[CH3:9], predict the reactants needed to synthesize it. The reactants are: O.O.[C:3]([O-:6])(=[O:5])[CH3:4].[Zn+2:7].[C:8]([O-:11])(=[O:10])[CH3:9]. (4) The reactants are: [BH4-].[Li+].C[O:4][C:5]([C@H:7]1[CH2:11][C@H:10]([O:12][Si:13]([C:16]([CH3:19])([CH3:18])[CH3:17])([CH3:15])[CH3:14])[CH2:9][N:8]1[C:20]([O:22][CH2:23][C:24]1[CH:29]=[CH:28][CH:27]=[CH:26][CH:25]=1)=[O:21])=O.O.Cl. Given the product [CH2:23]([O:22][C:20]([N:8]1[CH2:9][C@@H:10]([O:12][Si:13]([C:16]([CH3:17])([CH3:18])[CH3:19])([CH3:15])[CH3:14])[CH2:11][C@@H:7]1[CH2:5][OH:4])=[O:21])[C:24]1[CH:29]=[CH:28][CH:27]=[CH:26][CH:25]=1, predict the reactants needed to synthesize it. (5) The reactants are: F[C:2]1[CH:7]=[C:6]([F:8])[CH:5]=[C:4]([O:9][CH3:10])[C:3]=1[N+:11]([O-:13])=[O:12].[OH-:14].[Na+].Cl. Given the product [F:8][C:6]1[CH:5]=[C:4]([O:9][CH3:10])[C:3]([N+:11]([O-:13])=[O:12])=[C:2]([OH:14])[CH:7]=1, predict the reactants needed to synthesize it. (6) Given the product [Cl:33][C:30]1[CH:31]=[CH:32][C:27]([CH:10]2[C:5]3[N:6]([CH:7]([CH3:9])[CH3:8])[C:2]([CH:43]4[CH2:34][CH2:35]4)=[N:3][C:4]=3[C:12](=[O:13])[N:11]2[C:14]2[CH:15]=[C:16]([CH3:26])[C:17]3[N:18]([C:20]([CH:23]([F:24])[F:25])=[N:21][N:22]=3)[CH:19]=2)=[CH:28][CH:29]=1, predict the reactants needed to synthesize it. The reactants are: Br[C:2]1[N:6]([CH:7]([CH3:9])[CH3:8])[C:5]2[CH:10]([C:27]3[CH:32]=[CH:31][C:30]([Cl:33])=[CH:29][CH:28]=3)[N:11]([C:14]3[CH:15]=[C:16]([CH3:26])[C:17]4[N:18]([C:20]([CH:23]([F:25])[F:24])=[N:21][N:22]=4)[CH:19]=3)[C:12](=[O:13])[C:4]=2[N:3]=1.[C:34]12(P(C34CC5CC(CC(C5)C3)C4)CCCC)[CH2:43]C3CC(CC(C3)[CH2:35]1)C2. (7) Given the product [Cl:1][C:2]1[CH:11]=[CH:10][C:9]2[C:4](=[CH:5][CH:6]=[C:7]([S:12]([CH:16]=[CH2:17])(=[O:14])=[O:13])[CH:8]=2)[CH:3]=1, predict the reactants needed to synthesize it. The reactants are: [Cl:1][C:2]1[CH:11]=[CH:10][C:9]2[C:4](=[CH:5][CH:6]=[C:7]([S:12]([OH:14])=[O:13])[CH:8]=2)[CH:3]=1.Br[CH2:16][CH2:17]Br.C(=O)([O-])[O-].[K+].[K+].C(OCC)(=O)C.